From a dataset of Catalyst prediction with 721,799 reactions and 888 catalyst types from USPTO. Predict which catalyst facilitates the given reaction. (1) Reactant: [NH2:1][CH2:2][CH2:3][C@H:4]([NH:9][C:10]([C:12]1[C:13](=[O:31])[N:14]([CH:18]([C:25]2[CH:30]=[CH:29][CH:28]=[CH:27][CH:26]=2)[C:19]2[CH:24]=[CH:23][CH:22]=[CH:21][CH:20]=2)[CH:15]=[CH:16][CH:17]=1)=[O:11])[C:5]([O:7][CH3:8])=[O:6].C(O)(C(F)(F)F)=O.CCN(C(C)C)C(C)C.[CH3:48][C:49]1[C:54]([CH3:55])=[C:53]([S:56](/[N:59]=[C:60](/SC)\[NH2:61])(=[O:58])=[O:57])[C:52]([CH3:64])=[C:51]2[CH2:65][CH2:66][C:67]([CH3:70])([CH3:69])[O:68][C:50]=12. Product: [C:19]1([CH:18]([C:25]2[CH:26]=[CH:27][CH:28]=[CH:29][CH:30]=2)[N:14]2[CH:15]=[CH:16][CH:17]=[C:12]([C:10]([NH:9][C@@H:4]([CH2:3][CH2:2][NH:1][C:60]([NH:59][S:56]([C:53]3[C:52]([CH3:64])=[C:51]4[C:50](=[C:49]([CH3:48])[C:54]=3[CH3:55])[O:68][C:67]([CH3:69])([CH3:70])[CH2:66][CH2:65]4)(=[O:57])=[O:58])=[NH:61])[C:5]([O:7][CH3:8])=[O:6])=[O:11])[C:13]2=[O:31])[CH:24]=[CH:23][CH:22]=[CH:21][CH:20]=1. The catalyst class is: 1. (2) Reactant: [C:1]([O:5][C:6](=[O:18])[NH:7][C:8]1[S:9][C:10]2[CH:16]=[C:15]([OH:17])[CH:14]=[CH:13][C:11]=2[N:12]=1)([CH3:4])([CH3:3])[CH3:2].[S:19]1[CH:23]=[CH:22][CH:21]=[C:20]1[S:24](Cl)(=[O:26])=[O:25].C(N(CC)CC)C. Product: [C:1]([O:5][C:6]([NH:7][C:8]1[S:9][C:10]2[CH:16]=[C:15]([O:17][S:24]([C:20]3[S:19][CH:23]=[CH:22][CH:21]=3)(=[O:26])=[O:25])[CH:14]=[CH:13][C:11]=2[N:12]=1)=[O:18])([CH3:4])([CH3:2])[CH3:3]. The catalyst class is: 21. (3) Reactant: [CH3:1][N:2]1[C:7](=[O:8])[C:6]2=[C:9]([C:23]3[CH:28]=[CH:27][N:26]=[CH:25][CH:24]=3)[N:10]([CH2:12][C:13]3[C:22]4[C:17](=[CH:18][CH:19]=[CH:20][CH:21]=4)[CH:16]=[CH:15][CH:14]=3)[N:11]=[C:5]2[NH:4][C:3]1=[O:29].Br[CH2:31][CH:32]([CH3:34])[CH3:33].[CH2:35]1CCN2C(=NCCC2)CC1. Product: [CH3:1][N:2]1[C:7](=[O:8])[C:6]2=[C:9]([C:23]3[CH:24]=[CH:25][N:26]=[CH:27][CH:28]=3)[N:10]([CH2:12][C:13]3[C:22]4[C:17](=[CH:18][CH:19]=[CH:20][CH:21]=4)[CH:16]=[CH:15][CH:14]=3)[N:11]=[C:5]2[N:4]([CH2:31][C:32]([CH3:34])([CH3:35])[CH3:33])[C:3]1=[O:29]. The catalyst class is: 3. (4) Reactant: Br[C:2]1[N:7]=[C:6]2[N:8]([CH2:11][C:12]3[CH:13]=[C:14]4[C:19](=[CH:20][CH:21]=3)[N:18]=[CH:17][CH:16]=[CH:15]4)[N:9]=[N:10][C:5]2=[N:4][CH:3]=1.[C:22]([Zn]C#N)#[N:23].[NH4+].[Cl-].CCOC(C)=O. Product: [N:18]1[C:19]2[C:14](=[CH:13][C:12]([CH2:11][N:8]3[C:6]4=[N:7][C:2]([C:22]#[N:23])=[CH:3][N:4]=[C:5]4[N:10]=[N:9]3)=[CH:21][CH:20]=2)[CH:15]=[CH:16][CH:17]=1. The catalyst class is: 128. (5) Reactant: [CH2:1]([O:8][C:9]([CH2:11][C:12]1([CH2:18][C:19](O)=[O:20])[CH2:17][CH2:16][CH2:15][CH2:14][CH2:13]1)=[O:10])[C:2]1[CH:7]=[CH:6][CH:5]=[CH:4][CH:3]=1.CO. Product: [CH2:1]([O:8][C:9](=[O:10])[CH2:11][C:12]1([CH2:18][CH2:19][OH:20])[CH2:13][CH2:14][CH2:15][CH2:16][CH2:17]1)[C:2]1[CH:7]=[CH:6][CH:5]=[CH:4][CH:3]=1. The catalyst class is: 7. (6) Reactant: [C:1]([CH2:3][C@H:4]([NH:6][C:7](=[O:13])[O:8][C:9]([CH3:12])([CH3:11])[CH3:10])[CH3:5])#[N:2].N. Product: [NH2:2][CH2:1][CH2:3][C@H:4]([NH:6][C:7](=[O:13])[O:8][C:9]([CH3:12])([CH3:11])[CH3:10])[CH3:5]. The catalyst class is: 171. (7) Reactant: [F:1][C:2]1[CH:7]=[CH:6][C:5]([N:8]2[C:12]([CH2:13][O:14][C:15]3[N:16]=[CH:17][C:18]([C:21]([OH:23])=O)=[N:19][CH:20]=3)=[C:11]([CH3:24])[N:10]=[N:9]2)=[CH:4][CH:3]=1.CN(C(ON1N=NC2C=CC=CC1=2)=[N+](C)C)C.[B-](F)(F)(F)F.CCN(C(C)C)C(C)C.[NH2:56][CH:57]1[CH2:62][CH2:61][O:60][CH2:59][CH2:58]1. Product: [O:60]1[CH2:61][CH2:62][CH:57]([NH:56][C:21]([C:18]2[CH:17]=[N:16][C:15]([O:14][CH2:13][C:12]3[N:8]([C:5]4[CH:4]=[CH:3][C:2]([F:1])=[CH:7][CH:6]=4)[N:9]=[N:10][C:11]=3[CH3:24])=[CH:20][N:19]=2)=[O:23])[CH2:58][CH2:59]1. The catalyst class is: 3.